This data is from NCI-60 drug combinations with 297,098 pairs across 59 cell lines. The task is: Regression. Given two drug SMILES strings and cell line genomic features, predict the synergy score measuring deviation from expected non-interaction effect. (1) Drug 1: C(CC(=O)O)C(=O)CN.Cl. Drug 2: B(C(CC(C)C)NC(=O)C(CC1=CC=CC=C1)NC(=O)C2=NC=CN=C2)(O)O. Cell line: 786-0. Synergy scores: CSS=31.2, Synergy_ZIP=-4.56, Synergy_Bliss=-0.916, Synergy_Loewe=-32.2, Synergy_HSA=-5.86. (2) Drug 1: CC1=C2C(C(=O)C3(C(CC4C(C3C(C(C2(C)C)(CC1OC(=O)C(C(C5=CC=CC=C5)NC(=O)OC(C)(C)C)O)O)OC(=O)C6=CC=CC=C6)(CO4)OC(=O)C)OC)C)OC. Drug 2: C1=NC2=C(N=C(N=C2N1C3C(C(C(O3)CO)O)O)F)N. Cell line: LOX IMVI. Synergy scores: CSS=31.9, Synergy_ZIP=2.68, Synergy_Bliss=2.81, Synergy_Loewe=-30.2, Synergy_HSA=0.813. (3) Drug 1: CC1OCC2C(O1)C(C(C(O2)OC3C4COC(=O)C4C(C5=CC6=C(C=C35)OCO6)C7=CC(=C(C(=C7)OC)O)OC)O)O. Drug 2: CNC(=O)C1=NC=CC(=C1)OC2=CC=C(C=C2)NC(=O)NC3=CC(=C(C=C3)Cl)C(F)(F)F. Cell line: T-47D. Synergy scores: CSS=49.9, Synergy_ZIP=3.61, Synergy_Bliss=3.90, Synergy_Loewe=3.42, Synergy_HSA=8.43. (4) Drug 1: CCC1(CC2CC(C3=C(CCN(C2)C1)C4=CC=CC=C4N3)(C5=C(C=C6C(=C5)C78CCN9C7C(C=CC9)(C(C(C8N6C)(C(=O)OC)O)OC(=O)C)CC)OC)C(=O)OC)O.OS(=O)(=O)O. Drug 2: C(CCl)NC(=O)N(CCCl)N=O. Cell line: DU-145. Synergy scores: CSS=4.69, Synergy_ZIP=-2.01, Synergy_Bliss=-3.01, Synergy_Loewe=-0.574, Synergy_HSA=-2.15. (5) Synergy scores: CSS=10.4, Synergy_ZIP=-4.24, Synergy_Bliss=-2.63, Synergy_Loewe=-26.2, Synergy_HSA=-2.20. Cell line: IGROV1. Drug 1: CC1=CC=C(C=C1)C2=CC(=NN2C3=CC=C(C=C3)S(=O)(=O)N)C(F)(F)F. Drug 2: C1C(C(OC1N2C=NC3=C(N=C(N=C32)Cl)N)CO)O. (6) Drug 1: COC1=C(C=C2C(=C1)N=CN=C2NC3=CC(=C(C=C3)F)Cl)OCCCN4CCOCC4. Drug 2: C1C(C(OC1N2C=NC3=C2NC=NCC3O)CO)O. Cell line: M14. Synergy scores: CSS=11.6, Synergy_ZIP=-0.284, Synergy_Bliss=2.20, Synergy_Loewe=3.82, Synergy_HSA=3.23. (7) Drug 1: CN1CCC(CC1)COC2=C(C=C3C(=C2)N=CN=C3NC4=C(C=C(C=C4)Br)F)OC. Drug 2: CC1=CC2C(CCC3(C2CCC3(C(=O)C)OC(=O)C)C)C4(C1=CC(=O)CC4)C. Cell line: A498. Synergy scores: CSS=19.1, Synergy_ZIP=-3.17, Synergy_Bliss=2.25, Synergy_Loewe=3.71, Synergy_HSA=4.74.